From a dataset of Peptide-MHC class I binding affinity with 185,985 pairs from IEDB/IMGT. Regression. Given a peptide amino acid sequence and an MHC pseudo amino acid sequence, predict their binding affinity value. This is MHC class I binding data. (1) The binding affinity (normalized) is 0.0847. The MHC is HLA-A68:02 with pseudo-sequence HLA-A68:02. The peptide sequence is KELENEYYF. (2) The peptide sequence is KLHSGVDVF. The MHC is HLA-B15:01 with pseudo-sequence HLA-B15:01. The binding affinity (normalized) is 0.811.